This data is from Merck oncology drug combination screen with 23,052 pairs across 39 cell lines. The task is: Regression. Given two drug SMILES strings and cell line genomic features, predict the synergy score measuring deviation from expected non-interaction effect. (1) Drug 1: CCN(CC)CCNC(=O)c1c(C)[nH]c(C=C2C(=O)Nc3ccc(F)cc32)c1C. Drug 2: CCc1cnn2c(NCc3ccc[n+]([O-])c3)cc(N3CCCCC3CCO)nc12. Cell line: HT144. Synergy scores: synergy=8.98. (2) Drug 1: C#Cc1cccc(Nc2ncnc3cc(OCCOC)c(OCCOC)cc23)c1. Drug 2: O=C(NOCC(O)CO)c1ccc(F)c(F)c1Nc1ccc(I)cc1F. Cell line: LNCAP. Synergy scores: synergy=-5.87. (3) Drug 1: COC1=C2CC(C)CC(OC)C(O)C(C)C=C(C)C(OC(N)=O)C(OC)C=CC=C(C)C(=O)NC(=CC1=O)C2=O. Drug 2: Cn1cc(-c2cnn3c(N)c(Br)c(C4CCCNC4)nc23)cn1. Cell line: UWB1289BRCA1. Synergy scores: synergy=-13.0. (4) Drug 1: CCN(CC)CCNC(=O)c1c(C)[nH]c(C=C2C(=O)Nc3ccc(F)cc32)c1C. Drug 2: COC1CC2CCC(C)C(O)(O2)C(=O)C(=O)N2CCCCC2C(=O)OC(C(C)CC2CCC(OP(C)(C)=O)C(OC)C2)CC(=O)C(C)C=C(C)C(O)C(OC)C(=O)C(C)CC(C)C=CC=CC=C1C. Cell line: NCIH1650. Synergy scores: synergy=22.7. (5) Drug 1: O=S1(=O)NC2(CN1CC(F)(F)F)C1CCC2Cc2cc(C=CCN3CCC(C(F)(F)F)CC3)ccc2C1. Cell line: A2058. Drug 2: O=C(NOCC(O)CO)c1ccc(F)c(F)c1Nc1ccc(I)cc1F. Synergy scores: synergy=16.8. (6) Drug 1: CC(=O)OC1C(=O)C2(C)C(O)CC3OCC3(OC(C)=O)C2C(OC(=O)c2ccccc2)C2(O)CC(OC(=O)C(O)C(NC(=O)c3ccccc3)c3ccccc3)C(C)=C1C2(C)C. Drug 2: COC1CC2CCC(C)C(O)(O2)C(=O)C(=O)N2CCCCC2C(=O)OC(C(C)CC2CCC(OP(C)(C)=O)C(OC)C2)CC(=O)C(C)C=C(C)C(O)C(OC)C(=O)C(C)CC(C)C=CC=CC=C1C. Cell line: PA1. Synergy scores: synergy=16.9. (7) Drug 2: N#Cc1ccc(Cn2cncc2CN2CCN(c3cccc(Cl)c3)C(=O)C2)cc1. Drug 1: COc1cccc2c1C(=O)c1c(O)c3c(c(O)c1C2=O)CC(O)(C(=O)CO)CC3OC1CC(N)C(O)C(C)O1. Cell line: HT29. Synergy scores: synergy=11.3.